Predict the reactants needed to synthesize the given product. From a dataset of Full USPTO retrosynthesis dataset with 1.9M reactions from patents (1976-2016). (1) Given the product [C:1]([N:5]1[C:9](=[O:10])[C:8]([NH:11][CH2:12][CH2:13][CH2:14][O:15][C:16]2[CH:17]=[N+:18]([O-:38])[CH:19]=[CH:20][CH:21]=2)=[C:7]([C:22]2[CH:23]=[CH:24][CH:25]=[CH:26][CH:27]=2)[S:6]1(=[O:28])=[O:29])([CH3:4])([CH3:2])[CH3:3], predict the reactants needed to synthesize it. The reactants are: [C:1]([N:5]1[C:9](=[O:10])[C:8]([NH:11][CH2:12][CH2:13][CH2:14][O:15][C:16]2[CH:17]=[N:18][CH:19]=[CH:20][CH:21]=2)=[C:7]([C:22]2[CH:27]=[CH:26][CH:25]=[CH:24][CH:23]=2)[S:6]1(=[O:29])=[O:28])([CH3:4])([CH3:3])[CH3:2].C1C=C(Cl)C=C(C(OO)=[O:38])C=1. (2) Given the product [F:1][C:2]([F:15])([F:14])[C:3]1[CH:13]=[CH:12][C:6](/[CH:7]=[CH:8]/[C:9]([Cl:19])=[O:10])=[CH:5][CH:4]=1, predict the reactants needed to synthesize it. The reactants are: [F:1][C:2]([F:15])([F:14])[C:3]1[CH:13]=[CH:12][C:6](/[CH:7]=[CH:8]/[C:9](O)=[O:10])=[CH:5][CH:4]=1.C(Cl)(=O)C([Cl:19])=O. (3) Given the product [CH2:32]([O:31][C:28]([C:21]1[NH:7][C:11]2[C:10]([C:20]=1[C:19]([N:18]([CH3:17])[CH3:27])=[O:5])=[CH:15][C:14]([Cl:1])=[CH:13][CH:12]=2)=[O:30])[CH3:33], predict the reactants needed to synthesize it. The reactants are: [ClH:1].CNC.[OH2:5].O[N:7]1[C:11]2[CH:12]=[CH:13][CH:14]=[CH:15][C:10]=2N=N1.Cl.[CH3:17][N:18]([CH3:27])[CH2:19][CH2:20][CH2:21]N=C=NCC.[C:28]([O:31][CH2:32][CH3:33])(=[O:30])C. (4) Given the product [CH3:13][C:5]1([CH3:14])[C:4]2[C:9](=[CH:10][C:11]([CH3:12])=[CH:2][CH:3]=2)[S:8][CH:7]([B:15]([OH:17])[OH:16])[CH2:6]1, predict the reactants needed to synthesize it. The reactants are: Br[C:2]1[CH:3]=[C:4]2[C:9](=[CH:10][C:11]=1[CH3:12])[S:8][CH2:7][CH2:6][C:5]2([CH3:14])[CH3:13].[BH:15]([OH:17])[OH:16]. (5) Given the product [NH2:50][C@@H:46]([CH3:47])[C:45]([O:25][CH2:24][CH2:23][CH2:22][O:21][C:18]1[CH:19]=[CH:20][C:12]([C:8]2[CH:9]=[CH:10][CH:11]=[C:6]([S:3]([CH2:1][CH3:2])(=[O:5])=[O:4])[CH:7]=2)=[C:13]2[C:17]=1[NH:16][C:15]1[N:26]=[CH:27][C:28]([CH3:30])=[CH:29][C:14]2=1)=[O:56], predict the reactants needed to synthesize it. The reactants are: [CH2:1]([S:3]([C:6]1[CH:7]=[C:8]([C:12]2[CH:20]=[CH:19][C:18]([O:21][CH2:22][CH2:23][CH2:24][OH:25])=[C:17]3[C:13]=2[C:14]2[CH:29]=[C:28]([CH3:30])[CH:27]=[N:26][C:15]=2[NH:16]3)[CH:9]=[CH:10][CH:11]=1)(=[O:5])=[O:4])[CH3:2].C(S(C1C=C(C2[C:47]3C4C=C(C)C=NC=4[NH:50][C:46]=3[C:45]([O:56]C[C@H](OC(=O)[C@H](C)N)C)=NC=2)C=CC=1)(=O)=O)C.